From a dataset of Forward reaction prediction with 1.9M reactions from USPTO patents (1976-2016). Predict the product of the given reaction. (1) Given the reactants [Na+:1].[OH:2][C:3]1[CH:8]=[CH:7][C:6]([S:9]([O-:12])(=[O:11])=[O:10])=[CH:5][CH:4]=1.[OH-].[Na+].Br[CH2:16][CH2:17][CH2:18][CH2:19][CH2:20][CH2:21][CH2:22][CH2:23][CH2:24][CH2:25][CH2:26][CH2:27][N:28]([C:33]([F:36])([F:35])[F:34])[C:29]([F:32])([F:31])[F:30], predict the reaction product. The product is: [Na+:1].[F:30][C:29]([N:28]([C:33]([F:34])([F:36])[F:35])[CH2:27][CH2:26][CH2:25][CH2:24][CH2:23][CH2:22][CH2:21][CH2:20][CH2:19][CH2:18][CH2:17][CH2:16][O:2][C:3]1[CH:8]=[CH:7][C:6]([S:9]([O-:12])(=[O:10])=[O:11])=[CH:5][CH:4]=1)([F:32])[F:31]. (2) Given the reactants [Br:1][C:2]1[CH:3]=[C:4]([F:11])[C:5]([CH:8]=[N:9][OH:10])=[N:6][CH:7]=1.[CH2:12]1C(=O)N(Cl)[C:14](=[O:15])[CH2:13]1.C(O)C=C.CCN(CC)CC, predict the reaction product. The product is: [Br:1][C:2]1[CH:3]=[C:4]([F:11])[C:5]([C:8]2[CH2:12][CH:13]([CH2:14][OH:15])[O:10][N:9]=2)=[N:6][CH:7]=1. (3) Given the reactants [C:1]([O:4][C@@H:5]1[C@@H:31]([O:32][C:33](=[O:35])[CH3:34])[C@H:30]([O:36][C:37](=[O:39])[CH3:38])[C@@H:29]([CH2:40][O:41][C:42](=[O:44])[CH3:43])[O:28][C@@H:6]1[O:7][C@H:8]1[O:22][C@H:21]([CH2:23][O:24][C:25](=[O:27])[CH3:26])[C@@H:19](O)[C@H:14]([O:15][C:16](=[O:18])[CH3:17])[C@H:9]1[O:10][C:11](=[O:13])[CH3:12])(=[O:3])[CH3:2].CCN(S(F)(F)[F:51])CC.CCOC(C)=O, predict the reaction product. The product is: [C:1]([O:4][C@@H:5]1[C@@H:31]([O:32][C:33](=[O:35])[CH3:34])[C@H:30]([O:36][C:37](=[O:39])[CH3:38])[C@@H:29]([CH2:40][O:41][C:42](=[O:44])[CH3:43])[O:28][C@@H:6]1[O:7][C@H:8]1[O:22][C@H:21]([CH2:23][O:24][C:25](=[O:27])[CH3:26])[C@H:19]([F:51])[C@H:14]([O:15][C:16](=[O:18])[CH3:17])[C@H:9]1[O:10][C:11](=[O:13])[CH3:12])(=[O:3])[CH3:2].